Dataset: Forward reaction prediction with 1.9M reactions from USPTO patents (1976-2016). Task: Predict the product of the given reaction. Given the reactants [H-].[H-].[H-].[H-].[Li+].[Al+3].[O:7]=[S:8]1(=[O:32])[C:13]2[CH:14]=[C:15]([O:18][C:19]3[CH:24]=[CH:23][C:22]([CH:25]([CH3:28])[C:26]#[N:27])=[CH:21][CH:20]=3)[CH:16]=[CH:17][C:12]=2[N:11]2[CH2:29][CH2:30][CH2:31][CH:10]2[NH:9]1.[H-].[Na+].[Cl-], predict the reaction product. The product is: [O:32]=[S:8]1(=[O:7])[C:13]2[CH:14]=[C:15]([O:18][C:19]3[CH:24]=[CH:23][C:22]([CH:25]([CH3:28])[CH2:26][NH2:27])=[CH:21][CH:20]=3)[CH:16]=[CH:17][C:12]=2[N:11]2[CH2:29][CH2:30][CH2:31][CH:10]2[NH:9]1.